This data is from Forward reaction prediction with 1.9M reactions from USPTO patents (1976-2016). The task is: Predict the product of the given reaction. (1) Given the reactants [NH:1]1[C:9]2[C:4](=[CH:5][C:6]([N:10]3[C:14]4=[N:15][CH:16]=[CH:17][CH:18]=[C:13]4[N:12]([CH:19]([CH3:21])[CH3:20])[C:11]3=[O:22])=[CH:7][CH:8]=2)[CH2:3][CH2:2]1.Cl[C:24]1[NH:32][C:27]2=[N:28][CH:29]=[CH:30][CH:31]=[C:26]2[N:25]=1.C([O-])(O)=O.[Na+], predict the reaction product. The product is: [N:25]1[C:26]2[C:27](=[N:28][CH:29]=[CH:30][CH:31]=2)[NH:32][C:24]=1[N:1]1[C:9]2[C:4](=[CH:5][C:6]([N:10]3[C:14]4=[N:15][CH:16]=[CH:17][CH:18]=[C:13]4[N:12]([CH:19]([CH3:20])[CH3:21])[C:11]3=[O:22])=[CH:7][CH:8]=2)[CH2:3][CH2:2]1. (2) Given the reactants [CH2:1]([O:3][C:4]([C:6]1[CH:10]=[CH:9][NH:8][C:7]=1[CH3:11])=[O:5])[CH3:2].[H-].[Na+], predict the reaction product. The product is: [CH2:1]([O:3][C:4]([C:6]1[CH:10]=[CH:9][N:8]([CH2:11][CH2:7][CH:6]([CH3:10])[CH3:4])[C:7]=1[CH3:11])=[O:5])[CH3:2]. (3) Given the reactants [OH:1][C@H:2]1[CH2:7][CH2:6][C@H:5]([NH:8][C:9]2[N:14]=[C:13]([NH:15][C:16]3[S:17][C:18]4[CH:24]=[C:23]([CH2:25][C:26](OCC)=[O:27])[CH:22]=[CH:21][C:19]=4[N:20]=3)[CH:12]=[C:11]([CH2:31]C3C=CC=CC=3)[N:10]=2)[CH2:4][CH2:3]1.[NH3:38].CO, predict the reaction product. The product is: [OH:1][C@H:2]1[CH2:3][CH2:4][C@H:5]([NH:8][C:9]2[N:14]=[C:13]([NH:15][C:16]3[S:17][C:21]4[CH:22]=[C:23]([CH2:25][C:26]([NH2:38])=[O:27])[CH:24]=[CH:18][C:19]=4[N:20]=3)[CH:12]=[C:11]([CH2:31][C:2]3[CH:7]=[CH:6][CH:5]=[CH:4][CH:3]=3)[N:10]=2)[CH2:6][CH2:7]1. (4) Given the reactants [CH3:1][O:2][CH:3]1[CH2:7][CH:6]=C[CH2:4]1.[OH:8]O.[CH:10]([OH:12])=O, predict the reaction product. The product is: [CH3:1][O:2][CH:3]1[CH2:7][CH:6]([OH:8])[CH:10]([OH:12])[CH2:4]1. (5) Given the reactants [Br:1]N1C(=O)CCC1=O.[CH3:9][CH2:10][CH2:11][CH2:12][CH2:13]C.[C:15]([O:18][CH2:19][CH3:20])(=O)[CH3:16].CCCCCC, predict the reaction product. The product is: [Br:1][C:11]1[C:12]([CH3:13])=[CH:16][C:15]2[O:18][CH:19]=[CH:20][C:9]=2[CH:10]=1.